Dataset: Reaction yield outcomes from USPTO patents with 853,638 reactions. Task: Predict the reaction yield, written as a fraction of the theoretical maximum amount of product (1.0 means a 100% yield; for example, 0.34 means a 34% yield). (1) The reactants are Br[C:2]1[N:7]=[C:6]([NH:8][C:9]2[C:10]3[N:11]([C:16]([C:19]([NH:21][C:22]4[CH:27]=[CH:26][N:25]=[CH:24][C:23]=4[F:28])=[O:20])=[CH:17][N:18]=3)[N:12]=[C:13](Cl)[CH:14]=2)[CH:5]=[CH:4][CH:3]=1.[NH2:29][C@H:30]1[CH2:35][CH2:34][C@H:33]([OH:36])[CH2:32][CH2:31]1. The catalyst is CN1C(=O)CCC1. The product is [F:28][C:23]1[CH:24]=[N:25][CH:26]=[CH:27][C:22]=1[NH:21][C:19]([C:16]1[N:11]2[N:12]=[C:13]([NH:29][C@H:30]3[CH2:35][CH2:34][C@H:33]([OH:36])[CH2:32][CH2:31]3)[CH:14]=[C:9]([NH:8][C:6]3[CH:5]=[CH:4][CH:3]=[C:2]([NH:29][C@H:30]4[CH2:35][CH2:34][C@H:33]([OH:36])[CH2:32][CH2:31]4)[N:7]=3)[C:10]2=[N:18][CH:17]=1)=[O:20]. The yield is 0.620. (2) The reactants are [OH:1][NH:2][C:3](=[O:10])[C:4]1[CH:9]=[CH:8][CH:7]=[CH:6][CH:5]=1.Br[CH2:12][C:13]1[CH:18]=[CH:17][C:16]([B:19]2[O:27][C:24]([CH3:26])([CH3:25])[C:21]([CH3:23])([CH3:22])[O:20]2)=[CH:15][CH:14]=1.[OH-].[Na+]. The catalyst is CO. The product is [CH3:25][C:24]1([CH3:26])[C:21]([CH3:22])([CH3:23])[O:20][B:19]([C:16]2[CH:15]=[CH:14][C:13]([CH2:12][O:1][NH:2][C:3](=[O:10])[C:4]3[CH:9]=[CH:8][CH:7]=[CH:6][CH:5]=3)=[CH:18][CH:17]=2)[O:27]1. The yield is 0.0600. (3) The reactants are CC1(C)CCCC(C)(C)N1.[Li]CCCC.[F:16][C:17]1[CH:24]=[C:23]([CH3:25])[CH:22]=[CH:21][C:18]=1[C:19]#[N:20].[I:26]I. The catalyst is C1COCC1. The product is [F:16][C:17]1[C:24]([I:26])=[C:23]([CH3:25])[CH:22]=[CH:21][C:18]=1[C:19]#[N:20]. The yield is 0.570. (4) The yield is 0.980. The reactants are [Cl:1][C:2]1[CH:32]=[CH:31][C:5]([CH2:6][N:7]2[C:11]3[CH:12]=[C:13]([N:17]4[CH2:22][CH2:21][NH:20][CH2:19][CH2:18]4)[C:14]([F:16])=[CH:15][C:10]=3[N:9]=[C:8]2[CH2:23][O:24][C:25]2[CH:30]=[CH:29][CH:28]=[CH:27][CH:26]=2)=[CH:4][CH:3]=1.[C:33](Cl)(=[O:40])[C:34]1[CH:39]=[CH:38][CH:37]=[CH:36][CH:35]=1. The product is [Cl:1][C:2]1[CH:32]=[CH:31][C:5]([CH2:6][N:7]2[C:11]3[CH:12]=[C:13]([N:17]4[CH2:22][CH2:21][N:20]([C:33]([C:34]5[CH:39]=[CH:38][CH:37]=[CH:36][CH:35]=5)=[O:40])[CH2:19][CH2:18]4)[C:14]([F:16])=[CH:15][C:10]=3[N:9]=[C:8]2[CH2:23][O:24][C:25]2[CH:30]=[CH:29][CH:28]=[CH:27][CH:26]=2)=[CH:4][CH:3]=1. The catalyst is ClCCl. (5) The reactants are [NH2:1][C:2]1[C:15]2[C:6](=[CH:7][C:8]3[C:9]4[C:14]=2[C:13](=[O:16])[N:12]([CH2:17][CH2:18][N:19]([CH3:21])[CH3:20])[C:11](=[O:22])[C:10]=4[CH:23]=[CH:24][CH:25]=3)[CH:5]=[CH:4][CH:3]=1.C(N(CC)CC)C.Cl[C:34]([O:36][C:37]1[CH:42]=[CH:41][C:40]([F:43])=[CH:39][CH:38]=1)=[O:35].C(Cl)Cl.CO. The catalyst is ClCCl. The product is [CH3:21][N:19]([CH3:20])[CH2:18][CH2:17][N:12]1[C:11](=[O:22])[C:10]2[CH:23]=[CH:24][CH:25]=[C:8]3[C:9]=2[C:14](=[C:15]2[C:2]([NH:1][C:34](=[O:35])[O:36][C:37]4[CH:42]=[CH:41][C:40]([F:43])=[CH:39][CH:38]=4)=[CH:3][CH:4]=[CH:5][C:6]2=[CH:7]3)[C:13]1=[O:16]. The yield is 0.660. (6) The reactants are [CH:1]([C:4]1[CH:25]=[CH:24][C:7]([C:8]([NH:10][CH2:11][C:12]([C:14]2[CH:15]=[C:16]([CH:21]=[CH:22][CH:23]=2)[C:17]([O:19][CH3:20])=[O:18])=O)=O)=[CH:6][CH:5]=1)([CH3:3])[CH3:2].P12(SP3(SP(SP(S3)(S1)=S)(=S)S2)=S)=[S:27].[OH-].[Na+]. The catalyst is N1C=CC=CC=1. The product is [CH:1]([C:4]1[CH:25]=[CH:24][C:7]([C:8]2[S:27][C:12]([C:14]3[CH:15]=[C:16]([CH:21]=[CH:22][CH:23]=3)[C:17]([O:19][CH3:20])=[O:18])=[CH:11][N:10]=2)=[CH:6][CH:5]=1)([CH3:3])[CH3:2]. The yield is 0.520. (7) The reactants are [CH3:1][O:2][C:3]1[CH:4]=[C:5]([NH:11][C:12](SC)=[C:13]2[C:18](=[O:19])[O:17][C:16]([CH3:21])([CH3:20])[O:15][C:14]2=[O:22])[CH:6]=[CH:7][C:8]=1[O:9][CH3:10].[OH-].[NH4+:26]. The catalyst is C1COCC1.Cl[Hg]Cl. The product is [NH2:26][C:12]([NH:11][C:5]1[CH:6]=[CH:7][C:8]([O:9][CH3:10])=[C:3]([O:2][CH3:1])[CH:4]=1)=[C:13]1[C:18](=[O:19])[O:17][C:16]([CH3:21])([CH3:20])[O:15][C:14]1=[O:22]. The yield is 0.970. (8) The reactants are [H-].[Na+].[CH3:3][O:4][C:5]1[CH:10]=[CH:9][C:8]([NH2:11])=[CH:7][CH:6]=1.[Cl:12][C:13]1[CH:18]=[CH:17][CH:16]=[C:15](Cl)[C:14]=1[N+:20]([O-:22])=[O:21].Cl. The catalyst is C1COCC1.O. The product is [Cl:12][C:13]1[C:14]([N+:20]([O-:22])=[O:21])=[C:15]([CH:16]=[CH:17][CH:18]=1)[NH:11][C:8]1[CH:9]=[CH:10][C:5]([O:4][CH3:3])=[CH:6][CH:7]=1. The yield is 0.830. (9) The reactants are Cl[C:2]1[N:7]=[C:6]([C:8]2[S:12][C:11]([C:13]([NH:16]C(=O)OC(C)(C)C)([CH3:15])[CH3:14])=[N:10][C:9]=2[C:24]2[CH:29]=[CH:28][CH:27]=[C:26]([NH:30][S:31]([C:34]3[C:39]([F:40])=[CH:38][CH:37]=[CH:36][C:35]=3[F:41])(=[O:33])=[O:32])[C:25]=2[F:42])[CH:5]=[CH:4][N:3]=1.[OH-].[NH4+:44]. No catalyst specified. The product is [NH2:16][C:13]([C:11]1[S:12][C:8]([C:6]2[CH:5]=[CH:4][N:3]=[C:2]([NH2:44])[N:7]=2)=[C:9]([C:24]2[C:25]([F:42])=[C:26]([NH:30][S:31]([C:34]3[C:35]([F:41])=[CH:36][CH:37]=[CH:38][C:39]=3[F:40])(=[O:33])=[O:32])[CH:27]=[CH:28][CH:29]=2)[N:10]=1)([CH3:15])[CH3:14]. The yield is 0.450. (10) The reactants are [CH2:1]([C:3]1[N:7]([C:8]2[N:16]=[C:15]3[C:11]([N:12]=[C:13]([C:18]4([O:22][CH3:23])[CH2:21][NH:20][CH2:19]4)[N:14]3[CH3:17])=[C:10]([N:24]3[CH2:29][CH2:28][O:27][CH2:26][CH2:25]3)[N:9]=2)[C:6]2[CH:30]=[CH:31][CH:32]=[CH:33][C:5]=2[N:4]=1)[CH3:2].[CH3:34][S:35]([CH:38]=[CH2:39])(=[O:37])=[O:36]. No catalyst specified. The product is [CH2:1]([C:3]1[N:7]([C:8]2[N:16]=[C:15]3[C:11]([N:12]=[C:13]([C:18]4([O:22][CH3:23])[CH2:21][N:20]([CH2:39][CH2:38][S:35]([CH3:34])(=[O:37])=[O:36])[CH2:19]4)[N:14]3[CH3:17])=[C:10]([N:24]3[CH2:29][CH2:28][O:27][CH2:26][CH2:25]3)[N:9]=2)[C:6]2[CH:30]=[CH:31][CH:32]=[CH:33][C:5]=2[N:4]=1)[CH3:2]. The yield is 0.670.